From a dataset of Experimentally validated miRNA-target interactions with 360,000+ pairs, plus equal number of negative samples. Binary Classification. Given a miRNA mature sequence and a target amino acid sequence, predict their likelihood of interaction. (1) The miRNA is ssc-miR-126-5p with sequence CAUUAUUACUUUUGGUACGCG. The protein sequence of the target gene is MHSSALLCCLVFLAGVAASRDASTLSDSSCIHLPTSLPHMLRELRAAFGKVKTFFQMKDQLHSLLLTQSLLDDFKGYLGCQALSEMIQFYLEEVMPQAENHGPDIKEHVNSLGEKLKTLRLRLRRCHRFLPCENKSKAVEKVKRVFSELQERGVYKAMSEFDIFINYIETYMTTKMQK. Result: 0 (no interaction). (2) The miRNA is hsa-miR-425-3p with sequence AUCGGGAAUGUCGUGUCCGCCC. The protein sequence of the target gene is MSHTILLVQPTKRPEGRTYADYESVNECMEGVCKMYEEHLKRMNPNSPSITYDISQLFDFIDDLADLSCLVYRADTQTYQPYNKDWIKEKIYVLLRRQAQQAGK. Result: 0 (no interaction). (3) The miRNA is mmu-miR-3069-3p with sequence UUGGACACUAAGUACUGCCACA. The protein sequence of the target gene is MAARCTEAVLAALGVLSVCSASSSGSEASGEAEREEPWDGAVFRPPAALGAVGIARGPGSPPPGNREAVDLPVLLWWSPGLFPHFPGDSERIQCAHGACVASRDRRARADPRTRALLFYGTDFRAADAPLPRLAHQSWALLHEESPLNNFLLSHGPGIRLFNLTATFSRHSDYPLPLQWLPGAAYLRRPAPPPRERAEWRRRGYAPLLYLQSHCDVPSDRDRYVRELMRYIPVDSYGKCLQNREPPTVRLQDTATATTEDPELMAFLSRYKFHLALENAICNDYMTEKLWRPMHLGAVPV.... Result: 0 (no interaction). (4) The protein sequence of the target gene is MHLFACLCIVLSFLEGVGCLCPSQCTCDYHGRNDGSGSRLVLCNDMDMNELPTNLPVDTVKLRIEKTVIRRISAEAFYYLVELQYLWVTYNSVASIDPSSFYNLKQLHELRLDGNSLAAFPWASLLDMPLLRTLDLHNNKITSVPNEALRYLKNLAYLDLSSNRLTTLPPDFLESWTHLVSTPSGVLDLSPSRIILGLQDNPWFCDCHISKMIELSKVVDPAIVLLDPLMTCSEPERLTGILFQRAELEHCLKPSVMTSATKIMSALGSNVLLRCDATGFPTPQITWTRSDSSPVNYTVI.... Result: 1 (interaction). The miRNA is hsa-miR-6088 with sequence AGAGAUGAAGCGGGGGGGCG. (5) The miRNA is hsa-miR-30b-3p with sequence CUGGGAGGUGGAUGUUUACUUC. The protein sequence of the target gene is MSNPRKRSIPMRDSNTGLEQLLAEDSFDESDFSEIDDSDNFSDSALEADKIRPLSHLESDGKSSTSSDSGRSMKWSARAMIPRQRYDFTGTPGRKVDVSDITDPLQYFELFFTEELVSKITRETNAQAALLASKPPGPKGFSRMDKWKDTDNDELKVFFAVMLLQGIVQKPELEMFWSTRPLLDTPYLRQIMTGERFLLLFRCLHFVNNSSISAGQSKAQISLQKIKPVFDFLVNKFSTVYTPNRNIAVDESLMLFKGPLAMKQYLPTKRVRFGLKLYVLCESQSGYVWNALVHTGPGMN.... Result: 1 (interaction). (6) Result: 1 (interaction). The protein sequence of the target gene is MALLSRPALTLLLLLMAAVVRCQEQAQTTDWRATLKTIRNGVHKIDTYLNAALDLLGGEDGLCQYKCSDGSKPFPRYGYKPSPPNGCGSPLFGVHLNIGIPSLTKCCNQHDRCYETCGKSKNDCDEEFQYCLSKICRDVQKTLGLTQHVQACETTVELLFDSVIHLGCKPYLDSQRAACRCHYEEKTDL. The miRNA is hsa-miR-6885-3p with sequence CUUUGCUUCCUGCUCCCCUAG. (7) The miRNA is hsa-miR-3186-3p with sequence UCACGCGGAGAGAUGGCUUUG. The protein sequence of the target gene is MALWRGGGALGLLLLSAACLIPPSAQVRRLARCPATCSCTKESIICVGSSWVPRIVPGDISSLSLVNGTFLEIKDRMFSHLPSLQLLLLNSNSFTVIRDDAFAGLFHLEYLFIEGNKIETISRNAFRGLRDLTHLDLRGNKFECDCKAKWLYLWLKMTNSTVSDVLCIGPPEYQEKKLNEVTSFDYECTTTGPQTDEAKQRGWQLELSLGFCELIFVFQHPLSDFVVHQTLPYQSVSVDTFNSKNDVYVAIAQPSMENCMVLEWDHIEMNFRSYDNITGQSIVGCKAILIDDQVFVVVAQ.... Result: 0 (no interaction).